The task is: Predict which catalyst facilitates the given reaction.. This data is from Catalyst prediction with 721,799 reactions and 888 catalyst types from USPTO. (1) Reactant: [Cl:1][C:2]1[CH:9]=[CH:8][C:5]([C:6]#[N:7])=[CH:4][C:3]=1[CH2:10]O.P(Br)(Br)[Br:13]. Product: [Br:13][CH2:10][C:3]1[CH:4]=[C:5]([CH:8]=[CH:9][C:2]=1[Cl:1])[C:6]#[N:7]. The catalyst class is: 2. (2) Reactant: [Cl:1][C:2]1[N:3]=[C:4]2[C:12]([CH3:13])=[CH:11][CH:10]=[CH:9][N:5]2[C:6](=[O:8])[CH:7]=1.F[B-](F)(F)F.[O:19]=[N+:20]=[O:21].S1(CCCC1)(=O)=O.[OH-].[Na+]. Product: [Cl:1][C:2]1[N:3]=[C:4]2[C:12]([CH3:13])=[CH:11][CH:10]=[CH:9][N:5]2[C:6](=[O:8])[C:7]=1[N+:20]([O-:21])=[O:19]. The catalyst class is: 6. (3) Product: [NH2:1][C@H:4]1[C@H:8]([O:9][CH3:10])[CH2:7][N:6]([C:11]([O:13][C:14]([CH3:17])([CH3:16])[CH3:15])=[O:12])[CH2:5]1. Reactant: [N:1]([C@H:4]1[C@H:8]([O:9][CH3:10])[CH2:7][N:6]([C:11]([O:13][C:14]([CH3:17])([CH3:16])[CH3:15])=[O:12])[CH2:5]1)=[N+]=[N-].[H][H].C. The catalyst class is: 458. (4) Reactant: Cl[C:2]1[C:11]2[C:6](=[CH:7][C:8]([I:12])=[CH:9][CH:10]=2)[N:5]=[N:4][C:3]=1[C:13]([NH:15][CH3:16])=[O:14].[CH:17]([NH2:20])([CH3:19])[CH3:18]. Product: [I:12][C:8]1[CH:7]=[C:6]2[C:11]([C:2]([NH:20][CH:17]([CH3:19])[CH3:18])=[C:3]([C:13]([NH:15][CH3:16])=[O:14])[N:4]=[N:5]2)=[CH:10][CH:9]=1. The catalyst class is: 41. (5) Product: [Cl:11][C:12]1[CH:21]=[C:20]([CH:22]([NH:24][C:2]2[N:10]=[CH:9][N:8]=[C:7]3[C:3]=2[N:4]=[CH:5][NH:6]3)[CH3:23])[C:19]([N:25]2[CH2:30][CH2:29][N:28]([CH2:31][CH2:32][O:33][CH3:34])[CH2:27][CH2:26]2)=[C:18]2[C:13]=1[CH:14]=[CH:15][CH:16]=[N:17]2. The catalyst class is: 8. Reactant: Br[C:2]1[N:10]=[CH:9][N:8]=[C:7]2[C:3]=1[N:4]=[CH:5][NH:6]2.[Cl:11][C:12]1[CH:21]=[C:20]([CH:22]([NH2:24])[CH3:23])[C:19]([N:25]2[CH2:30][CH2:29][N:28]([CH2:31][CH2:32][O:33][CH3:34])[CH2:27][CH2:26]2)=[C:18]2[C:13]=1[CH:14]=[CH:15][CH:16]=[N:17]2.C(N(CC)C(C)C)(C)C. (6) Reactant: [CH2:1]([SnH:5]([CH2:10][CH2:11][CH2:12][CH3:13])[CH2:6][CH2:7][CH2:8][CH3:9])[CH2:2][CH2:3][CH3:4].[Li+].CC([N-]C(C)C)C.Cl[C:23]1[N:28]=[C:27]([NH:29][CH:30]([CH3:32])[CH3:31])[CH:26]=[N:25][CH:24]=1. Product: [CH:30]([NH:29][C:27]1[CH:26]=[N:25][CH:24]=[C:23]([Sn:5]([CH2:1][CH2:2][CH2:3][CH3:4])([CH2:6][CH2:7][CH2:8][CH3:9])[CH2:10][CH2:11][CH2:12][CH3:13])[N:28]=1)([CH3:32])[CH3:31]. The catalyst class is: 1. (7) Reactant: [C:1]([C:4]1[C:22](=[O:23])[C@@:8]2([CH3:24])[C:9]3[C:15]([OH:16])=[CH:14][C:13]([O:17][CH3:18])=[C:12]([C:19]([NH2:21])=[O:20])[C:10]=3[O:11][C:7]2=[CH:6][C:5]=1[OH:25])(=[O:3])[CH3:2].[CH:26]([C:28]1[C:33]([CH3:34])=[CH:32][C:31]([NH:35][S:36]([CH2:39][CH2:40][CH3:41])(=[O:38])=[O:37])=[CH:30][C:29]=1[CH3:42])=O.C([SiH](CC)CC)C.FC(F)(F)C(O)=O. Product: [C:1]([C:4]1[C:22](=[O:23])[C@@:8]2([CH3:24])[C:9]3[C:15]([OH:16])=[CH:14][C:13]([O:17][CH3:18])=[C:12]([C:19]([NH:21][CH2:26][C:28]4[C:33]([CH3:34])=[CH:32][C:31]([NH:35][S:36]([CH2:39][CH2:40][CH3:41])(=[O:38])=[O:37])=[CH:30][C:29]=4[CH3:42])=[O:20])[C:10]=3[O:11][C:7]2=[CH:6][C:5]=1[OH:25])(=[O:3])[CH3:2]. The catalyst class is: 10.